From a dataset of NCI-60 drug combinations with 297,098 pairs across 59 cell lines. Regression. Given two drug SMILES strings and cell line genomic features, predict the synergy score measuring deviation from expected non-interaction effect. (1) Drug 1: CC1=C(N=C(N=C1N)C(CC(=O)N)NCC(C(=O)N)N)C(=O)NC(C(C2=CN=CN2)OC3C(C(C(C(O3)CO)O)O)OC4C(C(C(C(O4)CO)O)OC(=O)N)O)C(=O)NC(C)C(C(C)C(=O)NC(C(C)O)C(=O)NCCC5=NC(=CS5)C6=NC(=CS6)C(=O)NCCC[S+](C)C)O. Drug 2: C(CN)CNCCSP(=O)(O)O. Cell line: SN12C. Synergy scores: CSS=33.0, Synergy_ZIP=2.48, Synergy_Bliss=7.69, Synergy_Loewe=-44.5, Synergy_HSA=8.25. (2) Drug 2: CC1C(C(CC(O1)OC2CC(CC3=C2C(=C4C(=C3O)C(=O)C5=C(C4=O)C(=CC=C5)OC)O)(C(=O)CO)O)N)O.Cl. Cell line: MDA-MB-231. Drug 1: CC1=CC=C(C=C1)C2=CC(=NN2C3=CC=C(C=C3)S(=O)(=O)N)C(F)(F)F. Synergy scores: CSS=37.8, Synergy_ZIP=-2.97, Synergy_Bliss=-1.32, Synergy_Loewe=-20.8, Synergy_HSA=0.0760. (3) Drug 1: CC12CCC(CC1=CCC3C2CCC4(C3CC=C4C5=CN=CC=C5)C)O. Drug 2: C1=NC2=C(N=C(N=C2N1C3C(C(C(O3)CO)O)F)Cl)N. Cell line: MCF7. Synergy scores: CSS=15.6, Synergy_ZIP=-3.71, Synergy_Bliss=2.67, Synergy_Loewe=2.41, Synergy_HSA=2.74. (4) Drug 1: C1=CC(=CC=C1CCC2=CNC3=C2C(=O)NC(=N3)N)C(=O)NC(CCC(=O)O)C(=O)O. Drug 2: C1CN1P(=S)(N2CC2)N3CC3. Cell line: NCI-H460. Synergy scores: CSS=52.4, Synergy_ZIP=-3.84, Synergy_Bliss=-6.34, Synergy_Loewe=-5.43, Synergy_HSA=-1.85. (5) Drug 1: C1CN(CCN1C(=O)CCBr)C(=O)CCBr. Drug 2: CC12CCC3C(C1CCC2OP(=O)(O)O)CCC4=C3C=CC(=C4)OC(=O)N(CCCl)CCCl.[Na+]. Synergy scores: CSS=10.5, Synergy_ZIP=-6.64, Synergy_Bliss=-9.11, Synergy_Loewe=-6.57, Synergy_HSA=-6.43. Cell line: MALME-3M.